This data is from NCI-60 drug combinations with 297,098 pairs across 59 cell lines. The task is: Regression. Given two drug SMILES strings and cell line genomic features, predict the synergy score measuring deviation from expected non-interaction effect. Drug 1: CNC(=O)C1=NC=CC(=C1)OC2=CC=C(C=C2)NC(=O)NC3=CC(=C(C=C3)Cl)C(F)(F)F. Drug 2: CC1C(C(CC(O1)OC2CC(CC3=C2C(=C4C(=C3O)C(=O)C5=CC=CC=C5C4=O)O)(C(=O)C)O)N)O. Cell line: HCT-15. Synergy scores: CSS=60.3, Synergy_ZIP=5.59, Synergy_Bliss=6.55, Synergy_Loewe=-0.278, Synergy_HSA=9.33.